From a dataset of Catalyst prediction with 721,799 reactions and 888 catalyst types from USPTO. Predict which catalyst facilitates the given reaction. (1) Reactant: [CH3:1][C:2]([CH3:13])([CH3:12])[C:3]([NH:5][C:6]1[CH:11]=[CH:10][CH:9]=[CH:8][N:7]=1)=[O:4].CN(C)CCN(C)C.C([Li])CCC.[I:27]I. Product: [I:27][C:11]1[C:6]([NH:5][C:3](=[O:4])[C:2]([CH3:13])([CH3:12])[CH3:1])=[N:7][CH:8]=[CH:9][CH:10]=1. The catalyst class is: 132. (2) Reactant: [NH2:1][C:2]1[CH:10]=[C:9]([Cl:11])[CH:8]=[CH:7][C:3]=1[C:4](O)=[O:5].C1C=CC2N(O)N=[N:18]C=2C=1.[NH4+].[OH-].O. Product: [NH2:1][C:2]1[CH:10]=[C:9]([Cl:11])[CH:8]=[CH:7][C:3]=1[C:4]([NH2:18])=[O:5]. The catalyst class is: 3.